The task is: Predict the reaction yield, written as a fraction of the theoretical maximum amount of product (1.0 means a 100% yield; for example, 0.34 means a 34% yield).. This data is from Reaction yield outcomes from USPTO patents with 853,638 reactions. (1) The reactants are [CH3:1][C:2]1[C:7]([C:8](=[O:10])[CH3:9])=[CH:6][CH:5]=[CH:4][N:3]=1.[Br:11]Br. The catalyst is Br.C(O)(=O)C.ClCCl. The product is [BrH:11].[Br:11][CH2:9][C:8]([C:7]1[C:2]([CH3:1])=[N:3][CH:4]=[CH:5][CH:6]=1)=[O:10]. The yield is 0.855. (2) The reactants are [F:1][C:2]1[CH:7]=[CH:6][C:5]([CH2:8][O:9][C:10]2[N:14]([C:15]3[CH:20]=[C:19]([C:21]#[N:22])[CH:18]=[CH:17][N:16]=3)[N:13]=[CH:12][C:11]=2[CH2:23][CH2:24][OH:25])=[CH:4][CH:3]=1.CCN(CC)CC.[CH3:33][S:34](Cl)(=[O:36])=[O:35].O. The catalyst is C(Cl)Cl. The product is [CH3:33][S:34]([O:25][CH2:24][CH2:23][C:11]1[CH:12]=[N:13][N:14]([C:15]2[CH:20]=[C:19]([C:21]#[N:22])[CH:18]=[CH:17][N:16]=2)[C:10]=1[O:9][CH2:8][C:5]1[CH:6]=[CH:7][C:2]([F:1])=[CH:3][CH:4]=1)(=[O:36])=[O:35]. The yield is 0.870. (3) The product is [Cl:19][C:13]1[C:12]2[C:17](=[CH:18][C:9]([OH:8])=[C:10]([O:20][CH3:21])[CH:11]=2)[N:16]=[CH:15][CH:14]=1. The reactants are C([O:8][C:9]1[CH:18]=[C:17]2[C:12]([C:13]([Cl:19])=[CH:14][CH:15]=[N:16]2)=[CH:11][C:10]=1[O:20][CH3:21])C1C=CC=CC=1.C1(SC)C=CC=CC=1.CS(O)(=O)=O. The yield is 0.750. The catalyst is FC(F)(F)S(O)(=O)=O. (4) The reactants are C(OC([N:8]1[CH2:12][CH2:11][C:10]([C:15]2[CH:20]=[CH:19][C:18]([F:21])=[C:17]([Cl:22])[CH:16]=2)([O:13][CH3:14])[CH2:9]1)=O)(C)(C)C.FC(F)(F)C(O)=O. The catalyst is C(Cl)Cl. The product is [Cl:22][C:17]1[CH:16]=[C:15]([C:10]2([O:13][CH3:14])[CH2:11][CH2:12][NH:8][CH2:9]2)[CH:20]=[CH:19][C:18]=1[F:21]. The yield is 0.880. (5) The reactants are Br[C:2]1[CH:7]=[CH:6][C:5](/[C:8](=[N:14]/[O:15][CH2:16][C:17]2[CH:22]=[CH:21][C:20]([O:23][CH2:24][C:25]3[N:26]=[C:27]([C:31]4[CH:36]=[CH:35][CH:34]=[CH:33][CH:32]=4)[O:28][C:29]=3[CH3:30])=[CH:19][CH:18]=2)/[C:9]([O:11]CC)=[O:10])=[CH:4][CH:3]=1.[C:37]1(/[CH:43]=[CH:44]/C2C=CC(B(O)O)=CC=2)[CH:42]=[CH:41][CH:40]=[CH:39][CH:38]=1.C(=O)([O-])[O-].[K+].[K+].C1(C)C=CC=CC=1. The catalyst is O.C(O)C. The product is [CH3:30][C:29]1[O:28][C:27]([C:31]2[CH:32]=[CH:33][CH:34]=[CH:35][CH:36]=2)=[N:26][C:25]=1[CH2:24][O:23][C:20]1[CH:19]=[CH:18][C:17]([CH2:16][O:15]/[N:14]=[C:8](/[C:5]2[CH:4]=[CH:3][C:2](/[CH:44]=[CH:43]/[C:37]3[CH:42]=[CH:41][CH:40]=[CH:39][CH:38]=3)=[CH:7][CH:6]=2)\[C:9]([OH:11])=[O:10])=[CH:22][CH:21]=1. The yield is 0.770.